The task is: Predict the reaction yield, written as a fraction of the theoretical maximum amount of product (1.0 means a 100% yield; for example, 0.34 means a 34% yield).. This data is from Reaction yield outcomes from USPTO patents with 853,638 reactions. (1) The reactants are [N:1]([C:4]1[CH:14]=[CH:13][C:7]([C:8]([O:10][CH2:11][CH3:12])=[O:9])=[CH:6][CH:5]=1)=[C:2]=[O:3].[Cl:15][C:16]1[CH:22]=[CH:21][C:19]([NH2:20])=[CH:18][C:17]=1[C:23]([F:26])([F:25])[F:24]. The catalyst is C(Cl)Cl. The product is [Cl:15][C:16]1[CH:22]=[CH:21][C:19]([NH:20][C:2]([NH:1][C:4]2[CH:14]=[CH:13][C:7]([C:8]([O:10][CH2:11][CH3:12])=[O:9])=[CH:6][CH:5]=2)=[O:3])=[CH:18][C:17]=1[C:23]([F:24])([F:25])[F:26]. The yield is 0.970. (2) The yield is 0.810. The catalyst is C1COCC1.O. The reactants are [Br:1][C:2]1[CH:7]=[N:6][C:5]([C:8]#[N:9])=[C:4]2[NH:10][CH:11]=[CH:12][C:3]=12.[H-].[Na+].[CH3:15][C:16]1[CH:21]=[CH:20][C:19]([S:22](Cl)(=[O:24])=[O:23])=[CH:18][CH:17]=1. The product is [Br:1][C:2]1[CH:7]=[N:6][C:5]([C:8]#[N:9])=[C:4]2[N:10]([S:22]([C:19]3[CH:20]=[CH:21][C:16]([CH3:15])=[CH:17][CH:18]=3)(=[O:24])=[O:23])[CH:11]=[CH:12][C:3]=12. (3) The reactants are [CH3:1][O:2][C:3](=[O:14])[C:4]1[CH:9]=[C:8]([CH:10]([F:12])[F:11])[N:7]=[C:6](Cl)[CH:5]=1.C1(P(C2C=CC=CC=2)C2C=CC3C(=CC=CC=3)C=2C2C3C(=CC=CC=3)C=CC=2P(C2C=CC=CC=2)C2C=CC=CC=2)C=CC=CC=1.C(=O)([O-])[O-].[Cs+].[Cs+].[C@@H:67]([NH2:71])([CH2:69][CH3:70])[CH3:68]. The catalyst is C1(C)C=CC=CC=1.C(OCC)C.C([O-])(=O)C.[Pd+2].C([O-])(=O)C. The product is [CH3:1][O:2][C:3](=[O:14])[C:4]1[CH:9]=[C:8]([CH:10]([F:12])[F:11])[N:7]=[C:6]([NH:71][C@H:67]([CH2:69][CH3:70])[CH3:68])[CH:5]=1. The yield is 0.600. (4) The reactants are Br[C:2]1[CH:7]=[CH:6][C:5]([C:8]2[N:12]([CH2:13][CH:14]([CH3:16])[CH3:15])[N:11]=[C:10]([C:17]([O:19][CH2:20][CH3:21])=[O:18])[CH:9]=2)=[CH:4][CH:3]=1.[CH3:22][S:23]([C:26]1[CH:27]=[C:28](B(O)O)[CH:29]=[CH:30][CH:31]=1)(=[O:25])=[O:24].C([O-])([O-])=O.[Na+].[Na+]. The catalyst is O1CCOCC1.O.C1C=CC([P]([Pd]([P](C2C=CC=CC=2)(C2C=CC=CC=2)C2C=CC=CC=2)([P](C2C=CC=CC=2)(C2C=CC=CC=2)C2C=CC=CC=2)[P](C2C=CC=CC=2)(C2C=CC=CC=2)C2C=CC=CC=2)(C2C=CC=CC=2)C2C=CC=CC=2)=CC=1. The product is [CH2:13]([N:12]1[C:8]([C:5]2[CH:6]=[CH:7][C:2]([C:30]3[CH:29]=[CH:28][CH:27]=[C:26]([S:23]([CH3:22])(=[O:25])=[O:24])[CH:31]=3)=[CH:3][CH:4]=2)=[CH:9][C:10]([C:17]([O:19][CH2:20][CH3:21])=[O:18])=[N:11]1)[CH:14]([CH3:16])[CH3:15]. The yield is 0.590. (5) The reactants are [F:1][C:2]([F:35])([F:34])[C:3]1[CH:4]=[C:5]([CH:31]=[CH:32][CH:33]=1)[CH2:6][NH:7][C:8](=[O:30])[C:9]1[CH:14]=[CH:13][N:12]=[C:11]([C:15]2[CH:20]=[C:19]([N:21]3[CH2:26][CH2:25][O:24][CH2:23][CH2:22]3)[CH:18]=[CH:17][C:16]=2[N+:27]([O-])=O)[CH:10]=1. The catalyst is CO.[Pd]. The product is [F:34][C:2]([F:1])([F:35])[C:3]1[CH:4]=[C:5]([CH:31]=[CH:32][CH:33]=1)[CH2:6][NH:7][C:8](=[O:30])[C:9]1[CH:14]=[CH:13][N:12]=[C:11]([C:15]2[CH:20]=[C:19]([N:21]3[CH2:22][CH2:23][O:24][CH2:25][CH2:26]3)[CH:18]=[CH:17][C:16]=2[NH2:27])[CH:10]=1. The yield is 0.530. (6) The reactants are [Cl:1][C:2]1[CH:7]=[CH:6][C:5]([CH:8]=[CH:9][N+:10]([O-])=O)=[CH:4][C:3]=1[O:13][CH3:14].[H-].[H-].[H-].[H-].[Li+].[Al+3]. The catalyst is C1COCC1. The product is [Cl:1][C:2]1[CH:7]=[CH:6][C:5]([CH2:8][CH2:9][NH2:10])=[CH:4][C:3]=1[O:13][CH3:14]. The yield is 1.00. (7) The reactants are [Br:1][C:2]1[CH:3]=[C:4]([NH:10][C:11]2[N:16]=[CH:15][C:14]([CH:17]3[CH2:22][CH2:21][N:20](C(OC(C)(C)C)=O)[CH2:19][CH2:18]3)=[CH:13][CH:12]=2)[C:5](=[O:9])[N:6]([CH3:8])[CH:7]=1.FC(F)(F)C(O)=O. The catalyst is C(Cl)Cl. The product is [Br:1][C:2]1[CH:3]=[C:4]([NH:10][C:11]2[CH:12]=[CH:13][C:14]([CH:17]3[CH2:22][CH2:21][NH:20][CH2:19][CH2:18]3)=[CH:15][N:16]=2)[C:5](=[O:9])[N:6]([CH3:8])[CH:7]=1. The yield is 1.00. (8) The reactants are [Cl:1][C:2]1[CH:9]=[CH:8][CH:7]=[C:6]([N:10]=[C:11]([N:13]2[CH2:19][CH2:18][CH2:17][C:16]3[CH:20]=[CH:21][CH:22]=[CH:23][C:15]=3[CH2:14]2)[CH3:12])[C:3]=1[C:4]#[N:5].CN(C)C(=O)C.[OH-].[Na+]. The catalyst is [Cl-].[Zn+2].[Cl-].O. The product is [Cl:1][C:2]1[CH:9]=[CH:8][CH:7]=[C:6]2[C:3]=1[C:4]([NH2:5])=[CH:12][C:11]([N:13]1[CH2:19][CH2:18][CH2:17][C:16]3[CH:20]=[CH:21][CH:22]=[CH:23][C:15]=3[CH2:14]1)=[N:10]2. The yield is 0.833. (9) The reactants are [Br:1][C:2]1[CH:3]=[C:4]2[C:8](=[CH:9][CH:10]=1)[NH:7][CH:6]=[CH:5]2.[C:11](Cl)(=[O:15])[C:12](Cl)=[O:13].[CH3:17][OH:18]. The catalyst is C(OCC)C. The product is [Br:1][C:2]1[CH:3]=[C:4]2[C:8](=[CH:9][CH:10]=1)[NH:7][CH:6]=[C:5]2[C:11](=[O:15])[C:12]([O:18][CH3:17])=[O:13]. The yield is 0.810.